From a dataset of Peptide-MHC class II binding affinity with 134,281 pairs from IEDB. Regression. Given a peptide amino acid sequence and an MHC pseudo amino acid sequence, predict their binding affinity value. This is MHC class II binding data. (1) The peptide sequence is LPADLMIRIIAQGPK. The MHC is DRB1_0901 with pseudo-sequence DRB1_0901. The binding affinity (normalized) is 0.398. (2) The peptide sequence is KRVSNVIIHGLHLYG. The MHC is DRB3_0202 with pseudo-sequence DRB3_0202. The binding affinity (normalized) is 0.181. (3) The peptide sequence is KYFAATQFEPLAARL. The MHC is DRB1_0404 with pseudo-sequence DRB1_0404. The binding affinity (normalized) is 0.286. (4) The peptide sequence is AFKVAATAANAMPAN. The MHC is DRB1_0802 with pseudo-sequence DRB1_0802. The binding affinity (normalized) is 0.631. (5) The peptide sequence is MGDVAWDFSSAGGFF. The MHC is DRB5_0101 with pseudo-sequence DRB5_0101. The binding affinity (normalized) is 0.464. (6) The peptide sequence is ISEWQPSKGWNDWEN. The MHC is DRB3_0301 with pseudo-sequence DRB3_0301. The binding affinity (normalized) is 0.291. (7) The peptide sequence is IVQTLNAMPEYQNLL. The MHC is DRB1_0901 with pseudo-sequence DRB1_0901. The binding affinity (normalized) is 0.382.